This data is from Merck oncology drug combination screen with 23,052 pairs across 39 cell lines. The task is: Regression. Given two drug SMILES strings and cell line genomic features, predict the synergy score measuring deviation from expected non-interaction effect. (1) Drug 2: N#Cc1ccc(Cn2cncc2CN2CCN(c3cccc(Cl)c3)C(=O)C2)cc1. Drug 1: CN1C(=O)C=CC2(C)C3CCC4(C)C(NC(=O)OCC(F)(F)F)CCC4C3CCC12. Cell line: SKOV3. Synergy scores: synergy=17.6. (2) Drug 1: C=CCn1c(=O)c2cnc(Nc3ccc(N4CCN(C)CC4)cc3)nc2n1-c1cccc(C(C)(C)O)n1. Drug 2: CNC(=O)c1cc(Oc2ccc(NC(=O)Nc3ccc(Cl)c(C(F)(F)F)c3)cc2)ccn1. Cell line: OVCAR3. Synergy scores: synergy=-17.4.